This data is from Forward reaction prediction with 1.9M reactions from USPTO patents (1976-2016). The task is: Predict the product of the given reaction. Given the reactants [Br:1][C:2]1[CH:7]=[CH:6][C:5]([C:8]([F:13])([F:12])[C:9]([OH:11])=O)=[CH:4][CH:3]=1.P(Cl)(Cl)(Cl)=O.Cl.[NH2:20][CH2:21][C:22]1[CH:23]=[C:24]2[C:28](=[CH:29][CH:30]=1)[C:27](=[O:31])[N:26]([CH:32]1[CH2:37][CH2:36][C:35](=[O:38])[NH:34][C:33]1=[O:39])[CH2:25]2.C(=O)(O)[O-].[Na+], predict the reaction product. The product is: [Br:1][C:2]1[CH:3]=[CH:4][C:5]([C:8]([F:13])([F:12])[C:9]([NH:20][CH2:21][C:22]2[CH:23]=[C:24]3[C:28](=[CH:29][CH:30]=2)[C:27](=[O:31])[N:26]([CH:32]2[CH2:37][CH2:36][C:35](=[O:38])[NH:34][C:33]2=[O:39])[CH2:25]3)=[O:11])=[CH:6][CH:7]=1.